From a dataset of Full USPTO retrosynthesis dataset with 1.9M reactions from patents (1976-2016). Predict the reactants needed to synthesize the given product. (1) Given the product [CH2:25]([N:21]1[CH2:22][CH2:23][CH2:24][CH:20]1[CH2:19][NH:18][C:16](=[O:17])[C:15]1[CH:14]=[CH:13][C:12]([CH2:11][S:10][C:2]2[N:3]([CH2:36][C:37]([NH:39][C:40]3[CH:45]=[C:44]([CH:46]([CH3:47])[CH3:48])[CH:43]=[CH:42][C:41]=3[CH3:49])=[O:38])[C:4]3[CH:9]=[CH:8][CH:7]=[CH:6][C:5]=3[N:1]=2)=[CH:28][CH:27]=1)[CH3:26], predict the reactants needed to synthesize it. The reactants are: [NH:1]1[C:5]2[CH:6]=[CH:7][CH:8]=[CH:9][C:4]=2[N:3]=[C:2]1[S:10][CH2:11][C:12]1[CH:28]=[CH:27][C:15]([C:16]([NH:18][CH2:19][CH:20]2[CH2:24][CH2:23][CH2:22][N:21]2[CH2:25][CH3:26])=[O:17])=[CH:14][CH:13]=1.C(=O)([O-])[O-].[K+].[K+].Br[CH2:36][C:37]([NH:39][C:40]1[CH:45]=[C:44]([CH:46]([CH3:48])[CH3:47])[CH:43]=[CH:42][C:41]=1[CH3:49])=[O:38]. (2) Given the product [CH3:1][NH:3][C:38]([C:35]1[N:36]=[CH:37][C:32]([O:31][C:29]2[CH:28]=[CH:27][C:24]3[CH2:25][CH2:26][N:20]([C:18]([O:17][C:14]([CH3:13])([CH3:16])[CH3:15])=[O:19])[CH2:21][CH2:22][C:23]=3[CH:30]=2)=[N:33][CH:34]=1)=[O:40], predict the reactants needed to synthesize it. The reactants are: [C:1](N1C=CN=C1)([N:3]1C=CN=C1)=O.[CH3:13][C:14]([O:17][C:18]([N:20]1[CH2:26][CH2:25][C:24]2[CH:27]=[CH:28][C:29]([O:31][C:32]3[N:33]=[CH:34][C:35]([C:38]([OH:40])=O)=[N:36][CH:37]=3)=[CH:30][C:23]=2[CH2:22][CH2:21]1)=[O:19])([CH3:16])[CH3:15].CN. (3) The reactants are: [CH3:1][O:2][C:3]1[CH:4]=[C:5]([CH2:11][CH2:12][NH2:13])[CH:6]=[C:7]([O:9][CH3:10])[CH:8]=1.[F:14][C:15]1[CH:20]=[CH:19][C:18]([CH2:21][CH2:22][C:23](O)=[O:24])=[CH:17][CH:16]=1.C1CN([P+](ON2N=NC3C=CC=CC2=3)(N2CCCC2)N2CCCC2)CC1.F[P-](F)(F)(F)(F)F.CCN(C(C)C)C(C)C. Given the product [CH3:10][O:9][C:7]1[CH:6]=[C:5]([CH2:11][CH2:12][NH:13][C:23](=[O:24])[CH2:22][CH2:21][C:18]2[CH:19]=[CH:20][C:15]([F:14])=[CH:16][CH:17]=2)[CH:4]=[C:3]([O:2][CH3:1])[CH:8]=1, predict the reactants needed to synthesize it. (4) Given the product [CH3:1][C:2]1([CH3:29])[CH2:7][CH2:6][C:5]([C:8]2[CH:13]=[C:12]([C:14]([CH3:17])([CH3:18])[CH:15]=[O:16])[CH:11]=[CH:10][C:9]=2[NH:19][C:20]([C:22]2[NH:23][CH:24]=[C:25]([C:27]#[N:28])[N:26]=2)=[O:21])=[CH:4][CH2:3]1, predict the reactants needed to synthesize it. The reactants are: [CH3:1][C:2]1([CH3:29])[CH2:7][CH2:6][C:5]([C:8]2[CH:13]=[C:12]([C:14]([CH3:18])([CH3:17])[CH2:15][OH:16])[CH:11]=[CH:10][C:9]=2[NH:19][C:20]([C:22]2[NH:23][CH:24]=[C:25]([C:27]#[N:28])[N:26]=2)=[O:21])=[CH:4][CH2:3]1.C([O-])(O)=O.[Na+].CC(OI1(OC(C)=O)(OC(C)=O)OC(=O)C2C=CC=CC1=2)=O.CCOC(C)=O. (5) Given the product [F:7][C:8]1[C:21]2[O:20][C:19]3[C:14](=[CH:15][C:16]([C:22]4[C:23]([F:28])=[N:24][CH:25]=[CH:26][CH:27]=4)=[CH:17][CH:18]=3)[C@@:13]3([CH2:32][O:31][C:30]([NH2:33])=[N:29]3)[C:12]=2[CH:11]=[C:10]([C:44]2[N:45]=[N:46][C:47]([CH3:50])=[CH:48][CH:49]=2)[CH:9]=1, predict the reactants needed to synthesize it. The reactants are: C(=O)([O-])[O-].[Na+].[Na+].[F:7][C:8]1[C:21]2[O:20][C:19]3[C:14](=[CH:15][C:16]([C:22]4[C:23]([F:28])=[N:24][CH:25]=[CH:26][CH:27]=4)=[CH:17][CH:18]=3)[C@@:13]3([CH2:32][O:31][C:30]([NH2:33])=[N:29]3)[C:12]=2[CH:11]=[C:10](B2OC(C)(C)C(C)(C)O2)[CH:9]=1.Br[C:44]1[N:45]=[N:46][C:47]([CH3:50])=[CH:48][CH:49]=1. (6) The reactants are: [C:1]1([OH:7])[CH:6]=[CH:5][CH:4]=[CH:3][CH:2]=1.Br[C:9]1[CH:13]=[CH:12][S:11][CH:10]=1.[H-].[Na+]. Given the product [O:7]([C:9]1[CH:13]=[CH:12][S:11][CH:10]=1)[C:1]1[CH:6]=[CH:5][CH:4]=[CH:3][CH:2]=1, predict the reactants needed to synthesize it. (7) Given the product [CH3:1][C@:2]1([NH:20][C:21](=[O:27])[O:22][C:23]([CH3:26])([CH3:25])[CH3:24])[CH2:6][CH2:5][N:4]([C@@H:7]([C:12]2[CH:17]=[CH:16][C:15]3[N:14]([C:49]([C:45]4[CH:44]=[CH:43][C:42]5[C:47](=[CH:48][C:39]([O:38][CH2:37][CH2:36][O:35][CH3:52])=[CH:40][CH:41]=5)[N:46]=4)=[N:19][N:18]=3)[CH:13]=2)[C:8]([F:9])([F:10])[F:11])[CH2:3]1, predict the reactants needed to synthesize it. The reactants are: [CH3:1][C@:2]1([NH:20][C:21](=[O:27])[O:22][C:23]([CH3:26])([CH3:25])[CH3:24])[CH2:6][CH2:5][N:4]([C@@H:7]([C:12]2[CH:13]=[N:14][C:15]([NH:18][NH2:19])=[CH:16][CH:17]=2)[C:8]([F:11])([F:10])[F:9])[CH2:3]1.[Si]([O:35][CH2:36][CH2:37][O:38][C:39]1[CH:48]=[C:47]2[C:42]([CH:43]=[CH:44][C:45]([CH:49]=O)=[N:46]2)=[CH:41][C:40]=1F)(C(C)(C)C)(C)C.[C:52](O)(=O)C.C(O)(=O)C.IC1C=CC=CC=1. (8) Given the product [CH2:12]([O:11][C:9]1[CH:8]=[CH:7][C:6]2[NH:19][C:20]([CH2:21][C:22]([O:24][CH2:25][CH3:26])=[O:23])=[N:1][S:2](=[O:4])(=[O:3])[C:5]=2[CH:10]=1)[C:13]1[CH:18]=[CH:17][CH:16]=[CH:15][CH:14]=1, predict the reactants needed to synthesize it. The reactants are: [NH2:1][S:2]([C:5]1[CH:10]=[C:9]([O:11][CH2:12][C:13]2[CH:18]=[CH:17][CH:16]=[CH:15][CH:14]=2)[CH:8]=[CH:7][C:6]=1[NH:19][C:20](=O)[CH2:21][C:22]([O:24][CH2:25][CH3:26])=[O:23])(=[O:4])=[O:3].C(=O)([O-])[O-].[Na+].[Na+]. (9) Given the product [NH2:15][C:13]1[CH:12]=[CH:11][C:10]([CH:18]=[CH:19][C:20]([O:22][CH3:23])=[O:21])=[C:9]([NH:8][C:7]([NH:6][C:4](=[O:5])[C:3]2[CH:25]=[C:26]([F:30])[C:27]([F:29])=[CH:28][C:2]=2[Cl:1])=[O:24])[CH:14]=1, predict the reactants needed to synthesize it. The reactants are: [Cl:1][C:2]1[CH:28]=[C:27]([F:29])[C:26]([F:30])=[CH:25][C:3]=1[C:4]([NH:6][C:7](=[O:24])[NH:8][C:9]1[CH:14]=[C:13]([N+:15]([O-])=O)[CH:12]=[CH:11][C:10]=1[CH:18]=[CH:19][C:20]([O:22][CH3:23])=[O:21])=[O:5].Cl.